This data is from Forward reaction prediction with 1.9M reactions from USPTO patents (1976-2016). The task is: Predict the product of the given reaction. Given the reactants Cl[C:2]1[CH:7]=[C:6]([CH3:8])[CH:5]=[C:4]([Cl:9])[N:3]=1, predict the reaction product. The product is: [Cl:9][C:4]1[N:3]=[C:2]([N:3]([CH2:4][CH3:5])[CH2:2][CH3:7])[CH:7]=[C:6]([CH3:8])[CH:5]=1.